This data is from Forward reaction prediction with 1.9M reactions from USPTO patents (1976-2016). The task is: Predict the product of the given reaction. (1) Given the reactants [F:1][C:2]1[CH:16]=[CH:15][C:5]([O:6][C:7]2[CH:14]=[CH:13][C:10]([CH:11]=O)=[CH:9][CH:8]=2)=[CH:4][CH:3]=1.[S:17]1[CH2:21][C:20](=[O:22])[NH:19][C:18]1=[O:23].N1CCCCC1.C(O)(=O)C1C=CC=CC=1, predict the reaction product. The product is: [F:1][C:2]1[CH:16]=[CH:15][C:5]([O:6][C:7]2[CH:14]=[CH:13][C:10](/[CH:11]=[C:21]3/[C:20](=[O:22])[NH:19][C:18](=[O:23])[S:17]/3)=[CH:9][CH:8]=2)=[CH:4][CH:3]=1. (2) Given the reactants [CH3:1][N:2]([C@@H:10]([CH3:35])[C:11]([NH:13][C@H:14]1[C@H:20]([CH3:21])[N:19]([C:22]([CH:24]2[CH2:29][CH2:28][O:27][CH2:26][CH2:25]2)=[O:23])[C:18]2[CH:30]=[CH:31][CH:32]=[CH:33][C:17]=2[NH:16][C:15]1=[O:34])=[O:12])[C:3](=[O:9])[O:4][C:5]([CH3:8])([CH3:7])[CH3:6].CS(O[CH2:41][C:42]1[C:51]2[C:46](=[CH:47][CH:48]=[CH:49][CH:50]=2)[N:45]=[CH:44][C:43]=1[CH:52]1[CH2:54][CH2:53]1)(=O)=O.C(=O)([O-])[O-].[Cs+].[Cs+].[I-].[Na+], predict the reaction product. The product is: [CH:52]1([C:43]2[CH:44]=[N:45][C:46]3[C:51]([C:42]=2[CH2:41][N:16]2[C:15](=[O:34])[C@@H:14]([NH:13][C:11](=[O:12])[C@@H:10]([N:2]([CH3:1])[C:3](=[O:9])[O:4][C:5]([CH3:6])([CH3:7])[CH3:8])[CH3:35])[C@H:20]([CH3:21])[N:19]([C:22]([CH:24]4[CH2:29][CH2:28][O:27][CH2:26][CH2:25]4)=[O:23])[C:18]4[CH:30]=[CH:31][CH:32]=[CH:33][C:17]2=4)=[CH:50][CH:49]=[CH:48][CH:47]=3)[CH2:54][CH2:53]1. (3) Given the reactants [CH3:1][N:2]1[CH2:14][CH2:13][C:5]2[NH:6][C:7]3[CH:8]=[CH:9][CH:10]=[CH:11][C:12]=3[C:4]=2[CH2:3]1.[CH2:15]=[CH:16][C:17]1[CH:22]=[CH:21][CH:20]=[CH:19][CH:18]=1.[H-].[Na+], predict the reaction product. The product is: [CH3:1][N:2]1[CH2:14][CH2:13][C:5]2[N:6]([CH2:15][CH2:16][C:17]3[CH:22]=[CH:21][CH:20]=[CH:19][CH:18]=3)[C:7]3[CH:8]=[CH:9][CH:10]=[CH:11][C:12]=3[C:4]=2[CH2:3]1. (4) The product is: [CH3:24][C:22]1[CH2:23][N:18]([NH:17][C:14]([C:11]2[CH:12]=[N:13][C:8]([C:4]3[CH:5]=[CH:6][CH:7]=[C:2]([F:1])[CH:3]=3)=[N:9][CH:10]=2)=[O:16])[C:19](=[O:25])[NH:20][N:21]=1. Given the reactants [F:1][C:2]1[CH:3]=[C:4]([C:8]2[N:13]=[CH:12][C:11]([C:14]([OH:16])=O)=[CH:10][N:9]=2)[CH:5]=[CH:6][CH:7]=1.[NH2:17][N:18]1[CH2:23][C:22]([CH3:24])=[N:21][NH:20][C:19]1=[O:25].C[N+]1(C2N=C(OC)N=C(OC)N=2)CCOCC1.[Cl-], predict the reaction product. (5) The product is: [Br:17][C:18]1[S:22][C:21]([NH:23][C:24]([NH:40][CH:38]2[CH2:37][CH2:36][O:35][C:34]([CH3:41])([CH3:33])[CH2:39]2)=[O:32])=[N:20][N:19]=1. Given the reactants BrC1SC(NC(NC2C=CC=CC=2)=O)=NN=1.[Br:17][C:18]1[S:22][C:21]([NH:23][C:24](=[O:32])OC2C=CC=CC=2)=[N:20][N:19]=1.[CH3:33][C:34]1([CH3:41])[CH2:39][CH:38]([NH2:40])[CH2:37][CH2:36][O:35]1, predict the reaction product. (6) The product is: [Br:15][CH:4]1[C:3](=[O:8])[C:2]([CH3:1])([C:9]2[CH:10]=[CH:11][CH:12]=[CH:13][CH:14]=2)[CH2:7][CH2:6][CH2:5]1. Given the reactants [CH3:1][C:2]1([C:9]2[CH:14]=[CH:13][CH:12]=[CH:11][CH:10]=2)[CH2:7][CH2:6][CH2:5][CH2:4][C:3]1=[O:8].[Br:15]Br, predict the reaction product.